This data is from Catalyst prediction with 721,799 reactions and 888 catalyst types from USPTO. The task is: Predict which catalyst facilitates the given reaction. (1) Reactant: [CH:1](=O)[C:2]1[CH:7]=[CH:6][CH:5]=[CH:4][CH:3]=1.[O:9]1[C:14]2[CH:15]=[CH:16][C:17]([NH2:19])=[CH:18][C:13]=2[O:12][CH2:11][CH2:10]1.O=[C:21]([CH2:25][CH3:26])[C:22]([OH:24])=[O:23]. Product: [CH3:26][C:25]1[C:1]([C:2]2[CH:7]=[CH:6][CH:5]=[CH:4][CH:3]=2)=[N:19][C:17]2[CH:18]=[C:13]3[O:12][CH2:11][CH2:10][O:9][C:14]3=[CH:15][C:16]=2[C:21]=1[C:22]([OH:24])=[O:23]. The catalyst class is: 14. (2) Reactant: [C:1]([C:3]1[CH:4]=[CH:5][C:6]([F:11])=[C:7]([CH:10]=1)[CH2:8]Br)#[N:2].Cl.[C:13]([O:17][C:18](=[O:22])[CH2:19][NH:20][CH3:21])([CH3:16])([CH3:15])[CH3:14].C(=O)([O-])[O-].[K+].[K+]. Product: [C:1]([C:3]1[CH:4]=[CH:5][C:6]([F:11])=[C:7]([CH:10]=1)[CH2:8][N:20]([CH3:21])[CH2:19][C:18]([O:17][C:13]([CH3:16])([CH3:15])[CH3:14])=[O:22])#[N:2]. The catalyst class is: 23. (3) Reactant: CC[N+](S(N=C(OC)[O-])(=O)=O)(CC)CC.[CH3:16][N:17]1[C:21]([CH2:22][CH2:23][C:24]2[CH:29]=[CH:28][C:27]([C:30]([F:33])([F:32])[F:31])=[CH:26][CH:25]=2)=[C:20]([C:34]([NH:36][NH:37][C:38]([C:40]2[CH:45]=[CH:44][C:43]([S:46]([NH2:49])(=[O:48])=[O:47])=[CH:42][CH:41]=2)=O)=[O:35])[CH:19]=[N:18]1. Product: [CH3:16][N:17]1[C:21]([CH2:22][CH2:23][C:24]2[CH:25]=[CH:26][C:27]([C:30]([F:31])([F:32])[F:33])=[CH:28][CH:29]=2)=[C:20]([C:34]2[O:35][C:38]([C:40]3[CH:45]=[CH:44][C:43]([S:46]([NH2:49])(=[O:47])=[O:48])=[CH:42][CH:41]=3)=[N:37][N:36]=2)[CH:19]=[N:18]1. The catalyst class is: 7.